Regression. Given two drug SMILES strings and cell line genomic features, predict the synergy score measuring deviation from expected non-interaction effect. From a dataset of Merck oncology drug combination screen with 23,052 pairs across 39 cell lines. (1) Drug 1: Nc1ccn(C2OC(CO)C(O)C2(F)F)c(=O)n1. Drug 2: O=C(O)C1(Cc2cccc(Nc3nccs3)n2)CCC(Oc2cccc(Cl)c2F)CC1. Cell line: NCIH1650. Synergy scores: synergy=-4.07. (2) Drug 1: O=C(O)C1(Cc2cccc(Nc3nccs3)n2)CCC(Oc2cccc(Cl)c2F)CC1. Drug 2: CNC(=O)c1cc(Oc2ccc(NC(=O)Nc3ccc(Cl)c(C(F)(F)F)c3)cc2)ccn1. Cell line: HT29. Synergy scores: synergy=4.70. (3) Drug 1: CC(=O)OC1C(=O)C2(C)C(O)CC3OCC3(OC(C)=O)C2C(OC(=O)c2ccccc2)C2(O)CC(OC(=O)C(O)C(NC(=O)c3ccccc3)c3ccccc3)C(C)=C1C2(C)C. Drug 2: O=C(CCCCCCC(=O)Nc1ccccc1)NO. Cell line: SW837. Synergy scores: synergy=9.74. (4) Drug 1: CC1CC2C3CCC4=CC(=O)C=CC4(C)C3(F)C(O)CC2(C)C1(O)C(=O)CO. Drug 2: COC1CC2CCC(C)C(O)(O2)C(=O)C(=O)N2CCCCC2C(=O)OC(C(C)CC2CCC(OP(C)(C)=O)C(OC)C2)CC(=O)C(C)C=C(C)C(O)C(OC)C(=O)C(C)CC(C)C=CC=CC=C1C. Cell line: NCIH1650. Synergy scores: synergy=36.8. (5) Drug 1: CN(Cc1cnc2nc(N)nc(N)c2n1)c1ccc(C(=O)NC(CCC(=O)O)C(=O)O)cc1. Drug 2: C#Cc1cccc(Nc2ncnc3cc(OCCOC)c(OCCOC)cc23)c1. Cell line: ES2. Synergy scores: synergy=22.1. (6) Drug 1: O=P1(N(CCCl)CCCl)NCCCO1. Drug 2: Cn1cc(-c2cnn3c(N)c(Br)c(C4CCCNC4)nc23)cn1. Cell line: T47D. Synergy scores: synergy=-4.31. (7) Drug 1: N.N.O=C(O)C1(C(=O)O)CCC1.[Pt]. Drug 2: CS(=O)(=O)CCNCc1ccc(-c2ccc3ncnc(Nc4ccc(OCc5cccc(F)c5)c(Cl)c4)c3c2)o1. Cell line: CAOV3. Synergy scores: synergy=-2.55.